Dataset: Reaction yield outcomes from USPTO patents with 853,638 reactions. Task: Predict the reaction yield, written as a fraction of the theoretical maximum amount of product (1.0 means a 100% yield; for example, 0.34 means a 34% yield). (1) The reactants are [Cl:1][C:2]1[CH:7]=[CH:6][N:5]=[C:4]2[CH:8]=[CH:9][S:10][C:3]=12.[Li]CCCC.CCOCC.Br[C:22]1[CH:27]=[CH:26][C:25]([CH:28]2[O:33][CH2:32][CH2:31][CH2:30][O:29]2)=[CH:24][N:23]=1. The catalyst is C1COCC1.[Cl-].[Zn+2].[Cl-].C1C=CC([P]([Pd]([P](C2C=CC=CC=2)(C2C=CC=CC=2)C2C=CC=CC=2)([P](C2C=CC=CC=2)(C2C=CC=CC=2)C2C=CC=CC=2)[P](C2C=CC=CC=2)(C2C=CC=CC=2)C2C=CC=CC=2)(C2C=CC=CC=2)C2C=CC=CC=2)=CC=1. The product is [O:29]1[CH2:30][CH2:31][CH2:32][O:33][CH:28]1[C:25]1[CH:26]=[CH:27][C:22]([C:9]2[S:10][C:3]3[C:4](=[N:5][CH:6]=[CH:7][C:2]=3[Cl:1])[CH:8]=2)=[N:23][CH:24]=1. The yield is 0.633. (2) The reactants are [CH3:1][C:2]1[CH:3]=[C:4]([SH:9])[CH:5]=[C:6]([CH3:8])[CH:7]=1.F[C:11]1[CH:16]=[CH:15][CH:14]=[CH:13][C:12]=1[N+:17]([O-:19])=[O:18].[CH3:20][C:21]1[CH:22]=[C:23]([S:28][C:29]2[CH:35]=[CH:34][CH:33]=[CH:32][C:30]=2[NH2:31])[CH:24]=[C:25]([CH3:27])[CH:26]=1.[NH2:36][C:37]1SC=[CH:40][N:41]=1. No catalyst specified. The product is [CH3:1][C:2]1[CH:3]=[C:4]([S:9][C:11]2[CH:16]=[CH:15][CH:14]=[CH:13][C:12]=2[N+:17]([O-:19])=[O:18])[CH:5]=[C:6]([CH3:8])[CH:7]=1.[CH3:27][C:25]1[CH:24]=[C:23]([S:28][C:29]2[CH:35]=[CH:34][CH:33]=[CH:32][C:30]=2[NH:31][C:40]([NH:41][C:37]2[S:9][CH:4]=[CH:3][N:36]=2)=[O:18])[CH:22]=[C:21]([CH3:20])[CH:26]=1. The yield is 0.780.